From a dataset of Peptide-MHC class I binding affinity with 185,985 pairs from IEDB/IMGT. Regression. Given a peptide amino acid sequence and an MHC pseudo amino acid sequence, predict their binding affinity value. This is MHC class I binding data. (1) The peptide sequence is CTPYDINQM. The MHC is Mamu-A02 with pseudo-sequence Mamu-A02. The binding affinity (normalized) is 0.289. (2) The peptide sequence is VSVNNVCHMY. The MHC is HLA-A01:01 with pseudo-sequence HLA-A01:01. The binding affinity (normalized) is 0.505. (3) The peptide sequence is CHATLTHRL. The MHC is HLA-B57:01 with pseudo-sequence HLA-B57:01. The binding affinity (normalized) is 0.0847. (4) The peptide sequence is VRTLLGLILF. The MHC is Mamu-B17 with pseudo-sequence Mamu-B17. The binding affinity (normalized) is 0.141. (5) The peptide sequence is SPVMGVIGF. The MHC is HLA-A02:16 with pseudo-sequence HLA-A02:16. The binding affinity (normalized) is 0.0847. (6) The peptide sequence is RYSIFFDY. The MHC is HLA-B45:01 with pseudo-sequence HLA-B45:01. The binding affinity (normalized) is 0. (7) The MHC is HLA-B57:01 with pseudo-sequence HLA-B57:01. The peptide sequence is YTAVVPLVA. The binding affinity (normalized) is 0.0418.